Dataset: Tox21: 12 toxicity assays (nuclear receptors and stress response pathways). Task: Binary classification across 12 toxicity assays. (1) The compound is Cc1cc(C(C)(C)c2ccc(O)c(C)c2)ccc1O. It tested positive (active) for: NR-ER (Estrogen Receptor agonist activity), SR-ARE (Antioxidant Response Element (oxidative stress)), SR-MMP (Mitochondrial Membrane Potential disruption), and SR-p53 (p53 tumor suppressor activation). (2) The compound is O=S(=O)([O-])OOS(=O)(=O)[O-]. It tested positive (active) for: NR-ER (Estrogen Receptor agonist activity). (3) The drug is COc1c2occc2cc2ccc(=O)oc12. It tested positive (active) for: NR-AhR (Aryl hydrocarbon Receptor agonist activity), and NR-ER-LBD (Estrogen Receptor Ligand Binding Domain agonist). (4) The molecule is O=c1[nH][nH]c2ccccc12. It tested positive (active) for: NR-AhR (Aryl hydrocarbon Receptor agonist activity). (5) The molecule is CC(C)=CCC/C(C)=C/CO. It tested positive (active) for: NR-ER (Estrogen Receptor agonist activity), and NR-ER-LBD (Estrogen Receptor Ligand Binding Domain agonist).